This data is from Peptide-MHC class II binding affinity with 134,281 pairs from IEDB. The task is: Regression. Given a peptide amino acid sequence and an MHC pseudo amino acid sequence, predict their binding affinity value. This is MHC class II binding data. (1) The peptide sequence is FSLECIMDVGEIQNK. The MHC is DRB1_0901 with pseudo-sequence DRB1_0901. The binding affinity (normalized) is 0.338. (2) The peptide sequence is KESGDAASGADGTYD. The MHC is HLA-DQA10301-DQB10302 with pseudo-sequence HLA-DQA10301-DQB10302. The binding affinity (normalized) is 0.377. (3) The peptide sequence is AAESSSKAALTSKLD. The MHC is DRB1_0401 with pseudo-sequence DRB1_0401. The binding affinity (normalized) is 0.346. (4) The peptide sequence is LMCLSPLMANLAPHL. The MHC is DRB5_0101 with pseudo-sequence DRB5_0101. The binding affinity (normalized) is 0.212. (5) The peptide sequence is EHYTVLFSDLANSHQ. The MHC is DRB1_0301 with pseudo-sequence DRB1_0301. The binding affinity (normalized) is 0.422. (6) The peptide sequence is AFKVAAMAANAAPAN. The MHC is DRB1_1001 with pseudo-sequence DRB1_1001. The binding affinity (normalized) is 0.957.